Dataset: Reaction yield outcomes from USPTO patents with 853,638 reactions. Task: Predict the reaction yield, written as a fraction of the theoretical maximum amount of product (1.0 means a 100% yield; for example, 0.34 means a 34% yield). (1) The reactants are CN.[Br:3][C:4]1[CH:12]=[C:11]2[C:7]([CH2:8][C:9](=[O:13])[NH:10]2)=[CH:6][C:5]=1[C:14]([OH:16])=O.F[B-](F)(F)F.[N:22]1(OC(N(C)C)=[N+](C)C)[C:26]2C=CC=CC=2N=N1.O.ON1C2C=CC=CC=2N=N1.C(N(C(C)C)CC)(C)C.C(=O)(O)[O-].[Na+]. The catalyst is CN(C)C=O. The product is [Br:3][C:4]1[CH:12]=[C:11]2[C:7]([CH2:8][C:9](=[O:13])[NH:10]2)=[CH:6][C:5]=1[C:14]([NH:22][CH3:26])=[O:16]. The yield is 0.480. (2) The reactants are [N+:1]([C:4]1[CH:9]=[CH:8][C:7]([CH2:10][C:11]([OH:13])=O)=[CH:6][CH:5]=1)([O-:3])=[O:2].S(Cl)([Cl:16])=O. No catalyst specified. The product is [N+:1]([C:4]1[CH:9]=[CH:8][C:7]([CH2:10][C:11]([Cl:16])=[O:13])=[CH:6][CH:5]=1)([O-:3])=[O:2]. The yield is 0.850. (3) The reactants are [CH:1]([Mg]Cl)([CH3:3])[CH3:2].[O:6]=[C:7]1[O:12][CH2:11][C@@H:10]2[C@@:8]1([C:13]([O:15][CH2:16][CH3:17])=[O:14])[CH2:9]2. The catalyst is C1COCC1.[Cu]I. The product is [CH2:9]([C@@H:10]1[CH2:11][O:12][C:7](=[O:6])[CH:8]1[C:13]([O:15][CH2:16][CH3:17])=[O:14])[CH:1]([CH3:3])[CH3:2]. The yield is 0.950. (4) The reactants are [CH:1]1([CH2:6][C@H:7]([C@@H:23]([OH:32])[CH2:24][CH2:25][C:26]2[CH:31]=[CH:30][CH:29]=[CH:28][CH:27]=2)[C:8](N2[C@H](CC3C=CC=CC=3)COC2=O)=[O:9])[CH2:5][CH2:4][CH2:3][CH2:2]1.OO.[OH-].[Li+].S([O-])([O-])=[O:38].[Na+].[Na+]. The catalyst is C1COCC1.O. The product is [CH:1]1([CH2:6][C@H:7]([C@@H:23]([OH:32])[CH2:24][CH2:25][C:26]2[CH:31]=[CH:30][CH:29]=[CH:28][CH:27]=2)[C:8]([OH:9])=[O:38])[CH2:2][CH2:3][CH2:4][CH2:5]1. The yield is 0.810. (5) The reactants are [CH3:1][C:2]([C:8]1[CH:13]=[CH:12][CH:11]=[CH:10][CH:9]=1)([CH2:5][CH:6]=[CH2:7])[CH2:3][OH:4].[H-].[Na+].[CH3:16]I. The catalyst is CN(C=O)C. The product is [CH3:16][O:4][CH2:3][C:2]([C:8]1[CH:9]=[CH:10][CH:11]=[CH:12][CH:13]=1)([CH3:1])[CH2:5][CH:6]=[CH2:7]. The yield is 0.984. (6) The reactants are [Cl:1][C:2]1[CH:3]=[C:4]2[C:8](=[CH:9][CH:10]=1)[N:7]([C:11]1[N:15]([CH3:16])[N:14]=[C:13]([CH3:17])[C:12]=1/[CH:18]=[CH:19]/[C:20]([OH:22])=O)[CH:6]=[CH:5]2.CC1C=CC=C([N+]([O-])=O)C=1C(OC(=O)C1C([N+]([O-])=O)=CC=CC=1C)=O.[CH2:48]([NH:53][S:54]([NH2:57])(=[O:56])=[O:55])[CH2:49][CH2:50][CH2:51][CH3:52].C(N(CC)CC)C. The catalyst is CN(C)C1C=CN=CC=1.C(#N)C. The product is [Cl:1][C:2]1[CH:3]=[C:4]2[C:8](=[CH:9][CH:10]=1)[N:7]([C:11]1[N:15]([CH3:16])[N:14]=[C:13]([CH3:17])[C:12]=1/[CH:18]=[CH:19]/[C:20]([NH:57][S:54]([NH:53][CH2:48][CH2:49][CH2:50][CH2:51][CH3:52])(=[O:56])=[O:55])=[O:22])[CH:6]=[CH:5]2. The yield is 0.580. (7) The reactants are [H-].[Al+3].[Li+].[H-].[H-].[H-].[CH3:7][C:8]1[N:9]([C:13]2[CH:23]=[CH:22][C:16]([C:17](OCC)=[O:18])=[CH:15][N:14]=2)[CH:10]=[CH:11][N:12]=1.O.[OH-].[Na+]. The catalyst is C1COCC1. The product is [CH3:7][C:8]1[N:9]([C:13]2[N:14]=[CH:15][C:16]([CH2:17][OH:18])=[CH:22][CH:23]=2)[CH:10]=[CH:11][N:12]=1. The yield is 0.920. (8) The reactants are [C:1]([N:4]1[C:13]2[C:8](=[CH:9][C:10](Br)=[CH:11][CH:12]=2)[N:7]([C:15]([O:17][CH:18]2[CH2:21][C:20]([F:23])([F:22])[CH2:19]2)=[O:16])[CH2:6][C@@H:5]1[CH3:24])(=[O:3])[CH3:2].CC1(C)OB([C:31]2[CH:32]=[N:33][N:34]([CH:36]3[CH2:39][N:38]([C:40]([O:42][C:43]([CH3:46])([CH3:45])[CH3:44])=[O:41])[CH2:37]3)[CH:35]=2)OC1(C)C.C(=O)([O-])[O-].[Cs+].[Cs+].O1CCOCC1. The catalyst is O. The product is [C:1]([N:4]1[C:13]2[C:8](=[CH:9][C:10]([C:31]3[CH:32]=[N:33][N:34]([CH:36]4[CH2:37][N:38]([C:40]([O:42][C:43]([CH3:46])([CH3:45])[CH3:44])=[O:41])[CH2:39]4)[CH:35]=3)=[CH:11][CH:12]=2)[N:7]([C:15]([O:17][CH:18]2[CH2:21][C:20]([F:23])([F:22])[CH2:19]2)=[O:16])[CH2:6][C@@H:5]1[CH3:24])(=[O:3])[CH3:2]. The yield is 0.790. (9) The reactants are [NH2:1][C:2]1[CH:10]=[CH:9][C:8]([N+:11]([O-:13])=[O:12])=[CH:7][C:3]=1[C:4]([OH:6])=O.N1[CH:18]=[CH:17]N=C1.C(Cl)(=O)C.Cl.[NH2:24][CH:25]1[CH2:30][CH2:29][C:28](=[O:31])[NH:27][C:26]1=[O:32].P(OC1C=CC=CC=1)(OC1C=CC=CC=1)OC1C=CC=CC=1. The catalyst is C(#N)C.O. The product is [CH3:17][C:18]1[N:24]([CH:25]2[CH2:30][CH2:29][C:28](=[O:31])[NH:27][C:26]2=[O:32])[C:4](=[O:6])[C:3]2[C:2](=[CH:10][CH:9]=[C:8]([N+:11]([O-:13])=[O:12])[CH:7]=2)[N:1]=1. The yield is 0.610.